This data is from Catalyst prediction with 721,799 reactions and 888 catalyst types from USPTO. The task is: Predict which catalyst facilitates the given reaction. Reactant: [CH3:1][N:2]1[CH2:7][CH2:6][N:5]([CH2:8][C:9]([OH:11])=O)[CH2:4][CH2:3]1.C(N(CC)C(C)C)(C)C.CN(C(ON1N=NC2C=CC=CC1=2)=[N+](C)C)C.F[P-](F)(F)(F)(F)F.[NH2:45][C:46]1[CH:51]=[CH:50][C:49]([CH:52]2[CH2:66][N:56]3[C:57](=[O:65])[NH:58][C:59]4[CH:60]=[CH:61][CH:62]=[CH:63][C:64]=4[C:55]3=[N:54][CH2:53]2)=[CH:48][CH:47]=1. Product: [CH3:1][N:2]1[CH2:3][CH2:4][N:5]([CH2:8][C:9]([NH:45][C:46]2[CH:51]=[CH:50][C:49]([CH:52]3[CH2:66][N:56]4[C:57](=[O:65])[NH:58][C:59]5[CH:60]=[CH:61][CH:62]=[CH:63][C:64]=5[C:55]4=[N:54][CH2:53]3)=[CH:48][CH:47]=2)=[O:11])[CH2:6][CH2:7]1. The catalyst class is: 3.